The task is: Regression. Given two drug SMILES strings and cell line genomic features, predict the synergy score measuring deviation from expected non-interaction effect.. This data is from NCI-60 drug combinations with 297,098 pairs across 59 cell lines. (1) Drug 1: CCCCCOC(=O)NC1=NC(=O)N(C=C1F)C2C(C(C(O2)C)O)O. Drug 2: C1CN1C2=NC(=NC(=N2)N3CC3)N4CC4. Cell line: HS 578T. Synergy scores: CSS=16.4, Synergy_ZIP=0.0331, Synergy_Bliss=0.680, Synergy_Loewe=-4.55, Synergy_HSA=2.21. (2) Drug 1: COC1=CC(=CC(=C1O)OC)C2C3C(COC3=O)C(C4=CC5=C(C=C24)OCO5)OC6C(C(C7C(O6)COC(O7)C8=CC=CS8)O)O. Drug 2: CC1=C(C(CCC1)(C)C)C=CC(=CC=CC(=CC(=O)O)C)C. Cell line: MDA-MB-231. Synergy scores: CSS=33.1, Synergy_ZIP=1.91, Synergy_Bliss=6.46, Synergy_Loewe=-14.0, Synergy_HSA=2.41. (3) Drug 1: CC12CCC3C(C1CCC2=O)CC(=C)C4=CC(=O)C=CC34C. Drug 2: C1=NC2=C(N1)C(=S)N=C(N2)N. Cell line: IGROV1. Synergy scores: CSS=41.2, Synergy_ZIP=-6.86, Synergy_Bliss=-5.80, Synergy_Loewe=-4.05, Synergy_HSA=-2.53.